Dataset: Merck oncology drug combination screen with 23,052 pairs across 39 cell lines. Task: Regression. Given two drug SMILES strings and cell line genomic features, predict the synergy score measuring deviation from expected non-interaction effect. (1) Drug 1: O=S1(=O)NC2(CN1CC(F)(F)F)C1CCC2Cc2cc(C=CCN3CCC(C(F)(F)F)CC3)ccc2C1. Drug 2: Cn1nnc2c(C(N)=O)ncn2c1=O. Cell line: MSTO. Synergy scores: synergy=-6.58. (2) Drug 1: O=S1(=O)NC2(CN1CC(F)(F)F)C1CCC2Cc2cc(C=CCN3CCC(C(F)(F)F)CC3)ccc2C1. Drug 2: CCN(CC)CCNC(=O)c1c(C)[nH]c(C=C2C(=O)Nc3ccc(F)cc32)c1C. Cell line: HT29. Synergy scores: synergy=27.9. (3) Drug 1: C=CCn1c(=O)c2cnc(Nc3ccc(N4CCN(C)CC4)cc3)nc2n1-c1cccc(C(C)(C)O)n1. Drug 2: CS(=O)(=O)CCNCc1ccc(-c2ccc3ncnc(Nc4ccc(OCc5cccc(F)c5)c(Cl)c4)c3c2)o1. Cell line: SW837. Synergy scores: synergy=33.7. (4) Drug 1: O=S1(=O)NC2(CN1CC(F)(F)F)C1CCC2Cc2cc(C=CCN3CCC(C(F)(F)F)CC3)ccc2C1. Drug 2: Cn1c(=O)n(-c2ccc(C(C)(C)C#N)cc2)c2c3cc(-c4cnc5ccccc5c4)ccc3ncc21. Cell line: NCIH520. Synergy scores: synergy=27.9.